This data is from Full USPTO retrosynthesis dataset with 1.9M reactions from patents (1976-2016). The task is: Predict the reactants needed to synthesize the given product. (1) The reactants are: [CH3:1][C:2]1[N:3]([C:8]2[C:17]3[CH2:16][CH2:15][CH2:14][CH2:13][C:12]=3[C:11]([CH3:18])=[CH:10][CH:9]=2)[C:4]([SH:7])=[N:5][N:6]=1.[Cl:19][C:20]1[C:25]([NH:26][C:27](=[O:30])[CH2:28]Cl)=[CH:24][CH:23]=[CH:22][N:21]=1.C(=O)([O-])[O-].[K+].[K+].O. Given the product [Cl:19][C:20]1[C:25]([NH:26][C:27](=[O:30])[CH2:28][S:7][C:4]2[N:3]([C:8]3[C:17]4[CH2:16][CH2:15][CH2:14][CH2:13][C:12]=4[C:11]([CH3:18])=[CH:10][CH:9]=3)[C:2]([CH3:1])=[N:6][N:5]=2)=[CH:24][CH:23]=[CH:22][N:21]=1, predict the reactants needed to synthesize it. (2) Given the product [C:29](=[O:30])([O:31][C:32]1[CH:37]=[CH:36][C:35]([N+:38]([O-:40])=[O:39])=[CH:34][CH:33]=1)[NH2:27], predict the reactants needed to synthesize it. The reactants are: C(SCCCCCC[NH2:27])(C1C=CC=CC=1)(C1C=CC=CC=1)C1C=CC=CC=1.Cl[C:29]([O:31][C:32]1[CH:37]=[CH:36][C:35]([N+:38]([O-:40])=[O:39])=[CH:34][CH:33]=1)=[O:30].CCN(C(C)C)C(C)C.C(O)(=O)C. (3) Given the product [C:22]([O:26][C:27]([NH:29][C:30]1[S:38][C:37]2[C:32](=[N:33][CH:34]=[C:35]([CH2:39][O:40][CH3:41])[CH:36]=2)[C:31]=1[C:42]([NH:1][C:2]1[CH:3]=[N:4][CH:5]=[CH:6][C:7]=1[N:8]1[CH2:13][CH2:12][CH2:11][C@H:10]([NH:14][C:15](=[O:21])[O:16][C:17]([CH3:18])([CH3:20])[CH3:19])[CH2:9]1)=[O:43])=[O:28])([CH3:25])([CH3:23])[CH3:24], predict the reactants needed to synthesize it. The reactants are: [NH2:1][C:2]1[CH:3]=[N:4][CH:5]=[CH:6][C:7]=1[N:8]1[CH2:13][CH2:12][CH2:11][C@H:10]([NH:14][C:15](=[O:21])[O:16][C:17]([CH3:20])([CH3:19])[CH3:18])[CH2:9]1.[C:22]([O:26][C:27]([NH:29][C:30]1[S:38][C:37]2[C:32](=[N:33][CH:34]=[C:35]([CH2:39][O:40][CH3:41])[CH:36]=2)[C:31]=1[C:42](O)=[O:43])=[O:28])([CH3:25])([CH3:24])[CH3:23].CN(C(ON1N=NC2C=CC=NC1=2)=[N+](C)C)C.F[P-](F)(F)(F)(F)F.CCN(C(C)C)C(C)C. (4) Given the product [CH:29]1([NH:32][C:33](=[O:34])[C:35]2[CH:40]=[CH:39][C:38]([C:2]3[N:6]4[C:7]5[C:12]([N:13]=[C:14]([NH:16][CH2:17][CH2:18][OH:19])[C:5]4=[N:4][CH:3]=3)=[CH:11][CH:10]=[CH:9][CH:8]=5)=[CH:37][CH:36]=2)[CH2:30][CH2:31]1, predict the reactants needed to synthesize it. The reactants are: Br[C:2]1[N:6]2[C:7]3[C:12]([N:13]=[C:14](Cl)[C:5]2=[N:4][CH:3]=1)=[CH:11][CH:10]=[CH:9][CH:8]=3.[NH2:16][CH2:17][CH2:18][OH:19].CCN(C(C)C)C(C)C.[CH:29]1([NH:32][C:33]([C:35]2[CH:40]=[CH:39][C:38](B(O)O)=[CH:37][CH:36]=2)=[O:34])[CH2:31][CH2:30]1. (5) Given the product [C:9]([O:13][C:14]([N:16]1[CH2:19][CH2:18][CH:17]1[C:20]([O:22][CH3:2])=[O:21])=[O:15])([CH3:12])([CH3:10])[CH3:11], predict the reactants needed to synthesize it. The reactants are: Cl[C:2](OCC(C)C)=O.[C:9]([O:13][C:14]([N:16]1[CH2:19][CH2:18][CH:17]1[C:20]([OH:22])=[O:21])=[O:15])([CH3:12])([CH3:11])[CH3:10].CN1CCOCC1.CO.